Dataset: Full USPTO retrosynthesis dataset with 1.9M reactions from patents (1976-2016). Task: Predict the reactants needed to synthesize the given product. (1) The reactants are: C([O:8][NH:9][C:10]([C@@H:12]1[C@@H:17]([C:18](=[O:39])[NH:19][C:20]2[CH:25]=[CH:24][C:23]([O:26][CH2:27][C:28]3[C:37]4[C:32](=[CH:33][CH:34]=[CH:35][CH:36]=4)[N:31]=[C:30]([CH3:38])[CH:29]=3)=[CH:22][CH:21]=2)[CH2:16][CH2:15][CH:14]([CH2:40][C:41](O)=[O:42])[CH2:13]1)=[O:11])C1C=CC=CC=1.C1CN([P+](ON2N=NC3C=CC=CC2=3)(N2CCCC2)N2CCCC2)CC1.F[P-](F)(F)(F)(F)F.[NH:77]1[CH2:82][CH2:81][CH2:80][CH2:79][CH2:78]1.CN1CCOCC1. Given the product [OH:8][NH:9][C:10]([C@H:12]1[CH2:13][CH:14]([CH2:40][C:41](=[O:42])[N:77]2[CH2:82][CH2:81][CH2:80][CH2:79][CH2:78]2)[CH2:15][CH2:16][C@@H:17]1[C:18]([NH:19][C:20]1[CH:25]=[CH:24][C:23]([O:26][CH2:27][C:28]2[C:37]3[C:32](=[CH:33][CH:34]=[CH:35][CH:36]=3)[N:31]=[C:30]([CH3:38])[CH:29]=2)=[CH:22][CH:21]=1)=[O:39])=[O:11], predict the reactants needed to synthesize it. (2) Given the product [C:61]([C:14]1[C:15]([O:22][CH3:23])=[C:16]([C:11]([CH2:10][S:7]([C:1]2[CH:6]=[CH:5][CH:4]=[CH:3][CH:2]=2)(=[O:9])=[O:8])=[CH:12][CH:13]=1)[C:17]([O:19][CH2:20][CH3:21])=[O:18])(=[O:63])[CH3:62], predict the reactants needed to synthesize it. The reactants are: [C:1]1([S:7]([CH2:10][C:11]2[C:16]([C:17]([O:19][CH2:20][CH3:21])=[O:18])=[C:15]([O:22][CH3:23])[C:14](Br)=[CH:13][CH:12]=2)(=[O:9])=[O:8])[CH:6]=[CH:5][CH:4]=[CH:3][CH:2]=1.C(N(CC)CC)C.C1(P(C2C=CC=CC=2)CCCP(C2C=CC=CC=2)C2C=CC=CC=2)C=CC=CC=1.[CH:61]([O:63]CCCC)=[CH2:62]. (3) Given the product [N+:2]([C:5]1[CH:6]=[CH:7][C:8]([CH2:11][C:12]2[NH:16][CH:19]=[CH:20][N:21]=2)=[CH:9][CH:10]=1)([O-:4])=[O:3], predict the reactants needed to synthesize it. The reactants are: Cl.[N+:2]([C:5]1[CH:10]=[CH:9][C:8]([CH2:11][C:12](=[NH:16])OCC)=[CH:7][CH:6]=1)([O-:4])=[O:3].CO[CH:19](OC)[CH2:20][NH2:21]. (4) Given the product [Br:30][C:17]1[C:25]2[C:24]3[CH:26]=[CH:27][CH:28]=[CH:29][C:23]=3[O:22][C:21]=2[CH:20]=[CH:19][CH:18]=1, predict the reactants needed to synthesize it. The reactants are: CCCCCC.C([Li])CCC.C1COCC1.[CH:17]1[C:25]2[C:24]3[CH:26]=[CH:27][CH:28]=[CH:29][C:23]=3[O:22][C:21]=2[CH:20]=[CH:19][CH:18]=1.[Br:30]CCBr. (5) The reactants are: [CH3:1][O:2][C:3]1[CH:18]=[CH:17][C:6]([CH2:7][NH:8][C:9]2[C:10]([C:15]#[N:16])=[N:11][CH:12]=[CH:13][N:14]=2)=[CH:5][CH:4]=1.[NH2:19][OH:20]. Given the product [OH:20][N:19]=[C:15]([C:10]1[C:9]([NH:8][CH2:7][C:6]2[CH:17]=[CH:18][C:3]([O:2][CH3:1])=[CH:4][CH:5]=2)=[N:14][CH:13]=[CH:12][N:11]=1)[NH2:16], predict the reactants needed to synthesize it. (6) Given the product [CH3:32][O:31][C:28]1[CH:29]=[CH:30][C:25]([N:20]2[CH:21]=[CH:22][N:23]=[C:19]2[CH3:18])=[CH:26][CH:27]=1, predict the reactants needed to synthesize it. The reactants are: N1C2C(=CC=CC=2O)C=CC=1.C(=O)([O-])[O-].[K+].[K+].[CH3:18][C:19]1[NH:20][CH:21]=[CH:22][N:23]=1.I[C:25]1[CH:30]=[CH:29][C:28]([O:31][CH3:32])=[CH:27][CH:26]=1. (7) Given the product [O:26]1[CH2:27][CH2:28][N:29]([C:32]2[CH:38]=[CH:37][C:35]([NH:36]/[C:16](=[C:6]3\[C:5](=[O:25])[NH:4][C:12]4[C:7]\3=[CH:8][C:9]([N+:13]([O-:15])=[O:14])=[CH:10][CH:11]=4)/[C:17]3[CH:18]=[CH:19][CH:20]=[CH:21][CH:22]=3)=[CH:34][CH:33]=2)[CH2:30][CH2:31]1, predict the reactants needed to synthesize it. The reactants are: C([N:4]1[C:12]2[C:7](=[CH:8][C:9]([N+:13]([O-:15])=[O:14])=[CH:10][CH:11]=2)[C:6](=[C:16](OC)[C:17]2[CH:22]=[CH:21][CH:20]=[CH:19][CH:18]=2)[C:5]1=[O:25])(=O)C.[O:26]1[CH2:31][CH2:30][N:29]([C:32]2[CH:38]=[CH:37][C:35]([NH2:36])=[CH:34][CH:33]=2)[CH2:28][CH2:27]1.N. (8) Given the product [CH3:1][O:2][C:3]1[CH:4]=[C:5]([S:11]([N:14]2[CH2:18][CH2:17][C@H:16]([N:19]([CH2:35][CH2:34][CH3:38])[S:20]([C:23]3[CH:28]=[CH:27][C:26]([O:29][CH3:30])=[C:25]([O:31][CH3:32])[CH:24]=3)(=[O:22])=[O:21])[CH2:15]2)(=[O:12])=[O:13])[CH:6]=[CH:7][C:8]=1[O:9][CH3:10], predict the reactants needed to synthesize it. The reactants are: [CH3:1][O:2][C:3]1[CH:4]=[C:5]([S:11]([N:14]2[CH2:18][CH2:17][C@H:16]([NH:19][S:20]([C:23]3[CH:28]=[CH:27][C:26]([O:29][CH3:30])=[C:25]([O:31][CH3:32])[CH:24]=3)(=[O:22])=[O:21])[CH2:15]2)(=[O:13])=[O:12])[CH:6]=[CH:7][C:8]=1[O:9][CH3:10].N[C@H:34]1[CH2:38]CN[CH2:35]1.C(N(CC)CC)C.COC1C=C(S(Cl)(=O)=O)C=CC=1OC.